Dataset: CYP2C19 inhibition data for predicting drug metabolism from PubChem BioAssay. Task: Regression/Classification. Given a drug SMILES string, predict its absorption, distribution, metabolism, or excretion properties. Task type varies by dataset: regression for continuous measurements (e.g., permeability, clearance, half-life) or binary classification for categorical outcomes (e.g., BBB penetration, CYP inhibition). Dataset: cyp2c19_veith. (1) The compound is CCOc1ccc(N2CC(C(=O)NCc3cccc(C)c3)CC2=O)cc1. The result is 1 (inhibitor). (2) The drug is COc1cccc(Nc2ncc3nc(CCc4ccccc4)c(=O)n(CCC#N)c3n2)c1. The result is 0 (non-inhibitor). (3) The result is 0 (non-inhibitor). The molecule is N=C(N=C(N)N)N1CCOCC1. (4) The compound is COc1cc2c(cc1NC(=O)Nc1ccccc1)oc1ccccc12. The result is 1 (inhibitor).